Dataset: Forward reaction prediction with 1.9M reactions from USPTO patents (1976-2016). Task: Predict the product of the given reaction. (1) Given the reactants [BH4-].[Na+].C[O:4][C:5](=[O:32])[C@H:6]([CH2:18][C:19]1[CH:24]=[CH:23][C:22]([C:25]2[CH:29]=[CH:28][S:27][C:26]=2[CH:30]=[O:31])=[CH:21][CH:20]=1)[NH:7][C:8](=[O:17])[C:9]1[C:14]([Cl:15])=[CH:13][CH:12]=[CH:11][C:10]=1[Cl:16], predict the reaction product. The product is: [Cl:16][C:10]1[CH:11]=[CH:12][CH:13]=[C:14]([Cl:15])[C:9]=1[C:8]([NH:7][C@H:6]([C:5]([OH:32])=[O:4])[CH2:18][C:19]1[CH:24]=[CH:23][C:22]([C:25]2[CH:29]=[CH:28][S:27][C:26]=2[CH2:30][OH:31])=[CH:21][CH:20]=1)=[O:17]. (2) The product is: [C:1]([O:5][C:6]([N:8]1[CH2:13][CH2:12][N:11]([C:14]2[CH:19]=[CH:18][C:17]([NH2:20])=[CH:16][N:15]=2)[CH2:10][CH2:9]1)=[O:7])([CH3:4])([CH3:2])[CH3:3]. Given the reactants [C:1]([O:5][C:6]([N:8]1[CH2:13][CH2:12][N:11]([C:14]2[CH:19]=[CH:18][C:17]([N+:20]([O-])=O)=[CH:16][N:15]=2)[CH2:10][CH2:9]1)=[O:7])([CH3:4])([CH3:3])[CH3:2], predict the reaction product. (3) The product is: [CH3:1][C:2]1[CH:3]=[C:4]([C:8]2[CH:9]=[C:10]([C:11]([F:14])([F:13])[F:12])[N:19]3[N:20]=[CH:21][C:22]([C:23]#[N:24])=[C:18]3[N:17]=2)[CH:5]=[CH:6][CH:7]=1. Given the reactants [CH3:1][C:2]1[CH:3]=[C:4]([C:8](=O)[CH2:9][C:10](=O)[C:11]([F:14])([F:13])[F:12])[CH:5]=[CH:6][CH:7]=1.[NH2:17][C:18]1[C:22]([C:23]#[N:24])=[CH:21][NH:20][N:19]=1, predict the reaction product. (4) Given the reactants [NH2:1][C:2]1[CH:3]=[C:4]([CH2:8][N:9]([CH2:16][CH2:17][N:18]([CH3:20])[CH3:19])C(=O)C(F)(F)F)[CH:5]=[CH:6][CH:7]=1.O1C(C2C=C(N[C:33]3[N:38]=[C:37]([C:39]4[C:40]([C:48]5[CH:49]=[C:50]([NH:54][C:55](=[O:62])[CH2:56][C:57]6[S:58][CH:59]=[CH:60][CH:61]=6)[CH:51]=[CH:52][CH:53]=5)=[N:41][N:42]5[CH:47]=[CH:46][CH:45]=[CH:44][C:43]=45)[CH:36]=[CH:35][N:34]=3)C=CC=2)=CN=C1, predict the reaction product. The product is: [CH3:20][N:18]([CH3:19])[CH2:17][CH2:16][NH:9][CH2:8][C:4]1[CH:3]=[C:2]([NH:1][C:33]2[N:38]=[C:37]([C:39]3[C:40]([C:48]4[CH:49]=[C:50]([NH:54][C:55](=[O:62])[CH2:56][C:57]5[S:58][CH:59]=[CH:60][CH:61]=5)[CH:51]=[CH:52][CH:53]=4)=[N:41][N:42]4[CH:47]=[CH:46][CH:45]=[CH:44][C:43]=34)[CH:36]=[CH:35][N:34]=2)[CH:7]=[CH:6][CH:5]=1.